This data is from Full USPTO retrosynthesis dataset with 1.9M reactions from patents (1976-2016). The task is: Predict the reactants needed to synthesize the given product. (1) Given the product [CH2:1]([N:4]1[C:10]2[CH:11]=[CH:12][C:13]([Cl:15])=[CH:14][C:9]=2[C@@H:8]([C:16]2[CH:21]=[CH:20][CH:19]=[C:18]([O:22][CH3:23])[C:17]=2[O:24][CH3:25])[S:7][C@H:6]([CH2:26][CH2:27][OH:28])[C:5]1=[O:30])[CH:2]=[CH2:3], predict the reactants needed to synthesize it. The reactants are: [CH2:1]([N:4]1[C:10]2[CH:11]=[CH:12][C:13]([Cl:15])=[CH:14][C:9]=2[C@@H:8]([C:16]2[CH:21]=[CH:20][CH:19]=[C:18]([O:22][CH3:23])[C:17]=2[O:24][CH3:25])[S:7][C@H:6]([CH2:26][C:27](O)=[O:28])[C:5]1=[O:30])[CH:2]=[CH2:3].CN1CCOCC1.ClC(OCC)=O.[BH4-].[Na+].Cl. (2) Given the product [Cl:1][CH2:2][CH2:3][CH2:4][S:5]([O:8][CH2:9][C:10]([CH3:20])([CH3:19])[C@@H:11]([O:15][C:16](=[O:18])[CH3:17])[C:12]([O:14][CH2:38][C:34]1[CH:33]=[N:32][CH:37]=[CH:36][CH:35]=1)=[O:13])(=[O:6])=[O:7], predict the reactants needed to synthesize it. The reactants are: [Cl:1][CH2:2][CH2:3][CH2:4][S:5]([O:8][CH2:9][C:10]([CH3:20])([CH3:19])[C@@H:11]([O:15][C:16](=[O:18])[CH3:17])[C:12]([OH:14])=[O:13])(=[O:7])=[O:6].C(Cl)(=O)C(Cl)=O.CN(C)C=O.[N:32]1[CH:37]=[CH:36][CH:35]=[C:34]([CH2:38]O)[CH:33]=1. (3) Given the product [CH2:31]([N:38]1[C:42](=[O:43])[C:41](=[C:44]2[N:48]([CH3:49])[C:47]3[CH:50]=[C:51]([O:54][CH2:55][CH2:56][O:57][CH3:58])[CH:52]=[CH:53][C:46]=3[S:45]2)[S:40][C:39]1=[N:16][C:9]1[CH:8]=[C:7]([NH:6][C:4](=[O:5])[CH2:3][N:2]([CH3:19])[CH3:1])[CH:12]=[CH:11][C:10]=1[NH:13][CH2:14][CH3:15])[C:32]1[CH:37]=[CH:36][CH:35]=[CH:34][CH:33]=1, predict the reactants needed to synthesize it. The reactants are: [CH3:1][N:2]([CH3:19])[CH2:3][C:4]([NH:6][C:7]1[CH:12]=[CH:11][C:10]([NH:13][CH2:14][CH3:15])=[C:9]([N+:16]([O-])=O)[CH:8]=1)=[O:5].C1(C)C=CC(S([O-])(=O)=O)=CC=1.[CH2:31]([N:38]1[C:42](=[O:43])[C:41](=[C:44]2[N:48]([CH3:49])[C:47]3[CH:50]=[C:51]([O:54][CH2:55][CH2:56][O:57][CH3:58])[CH:52]=[CH:53][C:46]=3[S:45]2)[S:40][CH2+:39]1SC)[C:32]1[CH:37]=[CH:36][CH:35]=[CH:34][CH:33]=1. (4) Given the product [CH3:19][C:20]1[CH:25]=[CH:24][CH:23]=[CH:22][C:21]=1[C:2]1[CH:3]=[N:4][C:5]2[N:6]([CH:8]=[C:9]([CH2:11][O:12][C:13]3[CH:18]=[CH:17][CH:16]=[CH:15][N:14]=3)[N:10]=2)[CH:7]=1, predict the reactants needed to synthesize it. The reactants are: Br[C:2]1[CH:3]=[N:4][C:5]2[N:6]([CH:8]=[C:9]([CH2:11][O:12][C:13]3[CH:18]=[CH:17][CH:16]=[CH:15][N:14]=3)[N:10]=2)[CH:7]=1.[CH3:19][C:20]1[CH:25]=[CH:24][CH:23]=[CH:22][C:21]=1B(O)O. (5) Given the product [Cl:1][C:2]1[N:6]([C:7]2[CH:12]=[CH:11][C:10]([C:13]3[CH:18]=[CH:17][CH:16]=[C:15]([O:19][CH3:20])[C:14]=3[OH:21])=[CH:9][CH:8]=2)[C:5]2[C:22](=[O:24])[N:30]([CH2:31][CH2:32][C:33]([OH:35])=[O:34])[C:28](=[O:29])[NH:27][C:4]=2[CH:3]=1, predict the reactants needed to synthesize it. The reactants are: [Cl:1][C:2]1[N:6]([C:7]2[CH:12]=[CH:11][C:10]([C:13]3[CH:18]=[CH:17][CH:16]=[C:15]([O:19][CH3:20])[C:14]=3[OH:21])=[CH:9][CH:8]=2)[C:5]([C:22]([O:24]CC)=O)=[C:4]([NH:27][C:28]([NH:30][CH2:31][CH2:32][C:33]([O:35]CC)=[O:34])=[O:29])[CH:3]=1.[Na].